Predict which catalyst facilitates the given reaction. From a dataset of Catalyst prediction with 721,799 reactions and 888 catalyst types from USPTO. (1) Reactant: Cl.[NH2:2][CH:3]([CH2:7][C:8]1[CH:13]=[CH:12][C:11]([I:14])=[CH:10][CH:9]=1)[C:4](O)=[O:5].[BH4-].[Na+]. Product: [NH2:2][CH:3]([CH2:7][C:8]1[CH:9]=[CH:10][C:11]([I:14])=[CH:12][CH:13]=1)[CH2:4][OH:5]. The catalyst class is: 40. (2) Reactant: [F-].C([N+](CCCC)(CCCC)CCCC)CCC.O1CCCC1.[C:24]([O:28][C:29](=[O:64])[CH2:30][CH2:31][CH2:32][CH2:33][CH2:34][CH2:35][CH2:36][C@H:37]([OH:63])/[CH:38]=[CH:39]/[C@H:40]([O:55][Si](C(C)(C)C)(C)C)[C@@H:41]([O:47][Si](C(C)(C)C)(C)C)[CH2:42][CH2:43][CH2:44][CH2:45][CH3:46])([CH3:27])([CH3:26])[CH3:25]. Product: [C:24]([O:28][C:29](=[O:64])[CH2:30][CH2:31][CH2:32][CH2:33][CH2:34][CH2:35][CH2:36][C@H:37]([OH:63])/[CH:38]=[CH:39]/[C@H:40]([OH:55])[C@@H:41]([OH:47])[CH2:42][CH2:43][CH2:44][CH2:45][CH3:46])([CH3:25])([CH3:26])[CH3:27]. The catalyst class is: 6. (3) Reactant: [CH3:1][C:2]1[C:3]([N:8](COCCOC)[S:9]([C:12]2[S:13][C:14]([CH3:48])=[CH:15][C:16]=2[C:17]2[CH:22]=[CH:21][C:20]([CH2:23][N:24]3[C:32]4[CH:31]=[C:30]([CH2:33][CH3:34])[N:29]=[C:28]([CH3:35])[C:27]=4[C:26]([C:36]4[CH:41]=[CH:40][C:39]([O:42][CH3:43])=[CH:38][CH:37]=4)=[N:25]3)=[CH:19][C:18]=2[CH2:44][O:45][CH2:46][CH3:47])(=[O:11])=[O:10])=[N:4][O:5][C:6]=1[CH3:7].Cl. Product: [CH3:1][C:2]1[C:3]([NH:8][S:9]([C:12]2[S:13][C:14]([CH3:48])=[CH:15][C:16]=2[C:17]2[CH:22]=[CH:21][C:20]([CH2:23][N:24]3[C:32]4[CH:31]=[C:30]([CH2:33][CH3:34])[N:29]=[C:28]([CH3:35])[C:27]=4[C:26]([C:36]4[CH:37]=[CH:38][C:39]([O:42][CH3:43])=[CH:40][CH:41]=4)=[N:25]3)=[CH:19][C:18]=2[CH2:44][O:45][CH2:46][CH3:47])(=[O:10])=[O:11])=[N:4][O:5][C:6]=1[CH3:7]. The catalyst class is: 8. (4) The catalyst class is: 29. Reactant: [N+:1]([C:4]1[O:8][C:7]([C:9]([O:11][CH3:12])=[O:10])=[CH:6][CH:5]=1)([O-])=O. Product: [NH2:1][C:4]1[O:8][C:7]([C:9]([O:11][CH3:12])=[O:10])=[CH:6][CH:5]=1. (5) Reactant: [CH:1]([O:4][CH:5]([CH2:17][C:18]1[CH:23]=[CH:22][CH:21]=[CH:20][CH:19]=1)[CH2:6][NH:7][C:8]1[C:9]([NH2:16])=[CH:10][C:11]([CH3:15])=[C:12]([CH3:14])[CH:13]=1)([CH3:3])[CH3:2].[NH:24]1[C:32](=[O:33])[C:30](=O)[C:28](=O)[NH:27][C:25]1=[O:26].B(O)(O)O. Product: [CH:1]([O:4][CH:5]([CH2:17][C:18]1[CH:19]=[CH:20][CH:21]=[CH:22][CH:23]=1)[CH2:6][N:7]1[C:28]2[C:30]([C:32](=[O:33])[NH:24][C:25](=[O:26])[N:27]=2)=[N:16][C:9]2[CH:10]=[C:11]([CH3:15])[C:12]([CH3:14])=[CH:13][C:8]1=2)([CH3:3])[CH3:2]. The catalyst class is: 15. (6) Reactant: Br[CH2:2][CH2:3][CH2:4][C:5]1[CH:12]=[CH:11][C:8]([C:9]#[N:10])=[CH:7][CH:6]=1.C([O-])([O-])=O.[K+].[K+].[CH2:19]([CH2:21][NH2:22])[OH:20]. Product: [OH:20][CH2:19][CH2:21][NH:22][CH2:2][CH2:3][CH2:4][C:5]1[CH:12]=[CH:11][C:8]([C:9]#[N:10])=[CH:7][CH:6]=1. The catalyst class is: 10.